This data is from Peptide-MHC class I binding affinity with 185,985 pairs from IEDB/IMGT. The task is: Regression. Given a peptide amino acid sequence and an MHC pseudo amino acid sequence, predict their binding affinity value. This is MHC class I binding data. (1) The peptide sequence is WPISAILWF. The MHC is HLA-B07:02 with pseudo-sequence HLA-B07:02. The binding affinity (normalized) is 0.417. (2) The peptide sequence is YLVAYQATL. The MHC is HLA-A02:01 with pseudo-sequence HLA-A02:01. The binding affinity (normalized) is 0.847. (3) The peptide sequence is IMYDSGAKY. The MHC is HLA-B35:01 with pseudo-sequence HLA-B35:01. The binding affinity (normalized) is 0.510. (4) The peptide sequence is RMLPKLAEF. The MHC is HLA-A01:01 with pseudo-sequence HLA-A01:01. The binding affinity (normalized) is 0.0847. (5) The peptide sequence is FQPQNGQKI. The MHC is H-2-Kb with pseudo-sequence H-2-Kb. The binding affinity (normalized) is 0.0258. (6) The peptide sequence is IGKMNKHYK. The MHC is HLA-A02:12 with pseudo-sequence HLA-A02:12. The binding affinity (normalized) is 0.0847.